The task is: Predict the reaction yield, written as a fraction of the theoretical maximum amount of product (1.0 means a 100% yield; for example, 0.34 means a 34% yield).. This data is from Reaction yield outcomes from USPTO patents with 853,638 reactions. The reactants are [C:1]([C:3]1[CH:4]=[C:5]([CH:46]=[CH:47][CH:48]=1)[CH2:6][N:7]([CH:25]1[CH2:30][CH2:29][N:28]([CH:31]([CH3:45])[CH2:32][CH2:33][NH:34][C:35]([C:37]2[C:38]([CH3:44])=[N:39][CH:40]=[N:41][C:42]=2[CH3:43])=[O:36])[CH2:27][CH2:26]1)[C:8]1[CH:13]=[CH:12][C:11]([O:14]C(C2C(C)=NC=NC=2C)=O)=[CH:10][CH:9]=1)#[N:2].[OH-].[Na+]. The catalyst is CO. The product is [C:1]([C:3]1[CH:4]=[C:5]([CH:46]=[CH:47][CH:48]=1)[CH2:6][N:7]([C:8]1[CH:13]=[CH:12][C:11]([OH:14])=[CH:10][CH:9]=1)[CH:25]1[CH2:26][CH2:27][N:28]([CH:31]([CH3:45])[CH2:32][CH2:33][NH:34][C:35]([C:37]2[C:42]([CH3:43])=[N:41][CH:40]=[N:39][C:38]=2[CH3:44])=[O:36])[CH2:29][CH2:30]1)#[N:2]. The yield is 0.530.